From a dataset of Catalyst prediction with 721,799 reactions and 888 catalyst types from USPTO. Predict which catalyst facilitates the given reaction. Reactant: Cl.[F:2][C:3]1[CH:8]=[CH:7][C:6]([F:9])=[CH:5][C:4]=1[CH2:10][CH2:11][O:12][CH2:13][C:14]([NH2:16])=[NH:15].[Cl:17][C:18]1[C:19]([C:24](O)=[O:25])=[N:20][CH:21]=[CH:22][N:23]=1.CN(C(ON1N=NC2C=CC=CC1=2)=[N+](C)C)C.[B-](F)(F)(F)F.CCN(C(C)C)C(C)C. Product: [F:2][C:3]1[CH:8]=[CH:7][C:6]([F:9])=[CH:5][C:4]=1[CH2:10][CH2:11][O:12][CH2:13][C:14]([NH:16][C:24]([C:19]1[C:18]([Cl:17])=[N:23][CH:22]=[CH:21][N:20]=1)=[O:25])=[NH:15]. The catalyst class is: 18.